From a dataset of Forward reaction prediction with 1.9M reactions from USPTO patents (1976-2016). Predict the product of the given reaction. Given the reactants Cl[CH2:2][C:3]1[C:8]([F:9])=[CH:7][C:6]([F:10])=[CH:5][N:4]=1.[CH3:11][N:12]1[C:17]2[N:18]=[C:19]([N:23]3[CH2:28][CH2:27][NH:26][CH2:25][CH2:24]3)[NH:20][C:21](=[O:22])[C:16]=2[CH2:15][CH2:14][CH2:13]1.C(=O)([O-])[O-].[K+].[K+], predict the reaction product. The product is: [F:9][C:8]1[C:3]([CH2:2][N:26]2[CH2:27][CH2:28][N:23]([C:19]3[NH:20][C:21](=[O:22])[C:16]4[CH2:15][CH2:14][CH2:13][N:12]([CH3:11])[C:17]=4[N:18]=3)[CH2:24][CH2:25]2)=[N:4][CH:5]=[C:6]([F:10])[CH:7]=1.